From a dataset of Experimentally validated miRNA-target interactions with 360,000+ pairs, plus equal number of negative samples. Binary Classification. Given a miRNA mature sequence and a target amino acid sequence, predict their likelihood of interaction. The miRNA is hsa-miR-6798-5p with sequence CCAGGGGGAUGGGCGAGCUUGGG. The protein sequence of the target gene is MGDGDSPMCLSAVSFKGIRCWLDKLLLWALTISITLQNAAVDCTRVENNELPSPNLNSSMNVVRMGQNVSLSCSTKNTSVDITYSLFWGTKYLESKRRRGGAVDFHLRISNANESGPYKCKVNVSNLMKYSQDFNFTMAKDESCPSCRLSLLLPGLLLGILVIVLVLAYLIHLKYKKGKKTQREDQSKGSGDAPAQDELYVNACKTQTEQPQEIHYATPVFKEMAPMEEEGGTDGKADYIYSELTH. Result: 0 (no interaction).